From a dataset of Full USPTO retrosynthesis dataset with 1.9M reactions from patents (1976-2016). Predict the reactants needed to synthesize the given product. (1) Given the product [NH2:23][C:21]1[S:22][C:2]([CH2:3][CH2:4][CH2:5][C:6]([O:8][CH2:9][CH3:10])=[O:7])=[C:11]([C:12]2[CH:17]=[CH:16][C:15]([Cl:18])=[CH:14][CH:13]=2)[N:20]=1, predict the reactants needed to synthesize it. The reactants are: Br[CH:2]([C:11](=O)[C:12]1[CH:17]=[CH:16][C:15]([Cl:18])=[CH:14][CH:13]=1)[CH2:3][CH2:4][CH2:5][C:6]([O:8][CH2:9][CH3:10])=[O:7].[NH2:20][C:21]([NH2:23])=[S:22].C(O)C. (2) Given the product [CH2:11]([O:18][C:19](=[O:24])[NH:20][CH2:21][CH:22]=[O:23])[C:12]1[CH:17]=[CH:16][CH:15]=[CH:14][CH:13]=1, predict the reactants needed to synthesize it. The reactants are: C(Cl)(=O)C(Cl)=O.CS(C)=O.[CH2:11]([O:18][C:19](=[O:24])[NH:20][CH2:21][CH2:22][OH:23])[C:12]1[CH:17]=[CH:16][CH:15]=[CH:14][CH:13]=1.C(N(CC)CC)C. (3) Given the product [Ca:14].[CH3:3][C:4]([P:10]([OH:13])([OH:12])=[O:11])([P:6]([OH:9])([OH:8])=[O:7])[OH:5], predict the reactants needed to synthesize it. The reactants are: [OH-].[Na+].[CH3:3][C:4]([P:10]([OH:13])([OH:12])=[O:11])([P:6]([OH:9])([OH:8])=[O:7])[OH:5].[Ca:14]. (4) Given the product [CH3:13][O:12][C:7]1[CH:8]=[C:9]([O:10][CH3:11])[N:4]2[N:3]=[C:2]([NH:1][S:23]([C:17]3[C:18]([Cl:22])=[CH:19][CH:20]=[CH:21][C:16]=3[Cl:15])(=[O:25])=[O:24])[N:14]=[C:5]2[N:6]=1, predict the reactants needed to synthesize it. The reactants are: [NH2:1][C:2]1[N:14]=[C:5]2[N:6]=[C:7]([O:12][CH3:13])[CH:8]=[C:9]([O:10][CH3:11])[N:4]2[N:3]=1.[Cl:15][C:16]1[CH:21]=[CH:20][CH:19]=[C:18]([Cl:22])[C:17]=1[S:23](Cl)(=[O:25])=[O:24].N1C=CC=CC=1.CS(C)=O. (5) The reactants are: [ClH:1].[N:2]1[CH:7]=[CH:6][C:5]([C:8]2[N:12]3[N:13]=[C:14]([NH:17][C@H:18]4[CH2:23][CH2:22][C@H:21]([NH:24]C(=O)[O-])[CH2:20][CH2:19]4)[CH:15]=[CH:16][C:11]3=[N:10][CH:9]=2)=[CH:4][CH:3]=1. Given the product [ClH:1].[ClH:1].[ClH:1].[N:2]1[CH:7]=[CH:6][C:5]([C:8]2[N:12]3[N:13]=[C:14]([NH:17][C@H:18]4[CH2:19][CH2:20][C@H:21]([NH2:24])[CH2:22][CH2:23]4)[CH:15]=[CH:16][C:11]3=[N:10][CH:9]=2)=[CH:4][CH:3]=1, predict the reactants needed to synthesize it. (6) Given the product [NH2:15][CH2:16][C:17]([NH:19][C@@H:20]1[CH2:24][CH2:23][N:22]([CH2:25][C:26]2[CH:27]=[CH:28][C:29]([Cl:32])=[CH:30][CH:31]=2)[CH2:21]1)=[O:18], predict the reactants needed to synthesize it. The reactants are: O1CCOCC1.Cl.C(OC([NH:15][CH2:16][C:17]([NH:19][C@@H:20]1[CH2:24][CH2:23][N:22]([CH2:25][C:26]2[CH:31]=[CH:30][C:29]([Cl:32])=[CH:28][CH:27]=2)[CH2:21]1)=[O:18])=O)(C)(C)C. (7) Given the product [ClH:15].[CH3:27][O:26][C:23]1[CH:24]=[C:25]2[C:20](=[CH:21][C:22]=1[O:28][CH3:29])[N:19]=[CH:18][CH:17]=[C:16]2[O:1][C:2]1[CH:3]=[C:4]2[C:9](=[CH:10][CH:11]=1)[C:8]([C:12]([OH:14])=[O:13])=[CH:7][CH:6]=[CH:5]2, predict the reactants needed to synthesize it. The reactants are: [OH:1][C:2]1[CH:3]=[C:4]2[C:9](=[CH:10][CH:11]=1)[C:8]([C:12]([OH:14])=[O:13])=[CH:7][CH:6]=[CH:5]2.[Cl:15][C:16]1[C:25]2[C:20](=[CH:21][C:22]([O:28][CH3:29])=[C:23]([O:26][CH3:27])[CH:24]=2)[N:19]=[CH:18][CH:17]=1.C([O-])([O-])=O.[Cs+].[Cs+].Cl. (8) Given the product [O:23]=[C:14]1[N:13]([CH2:24][CH2:25][CH3:26])[C:12]2[N:11]=[C:10]([C:5]34[CH2:8][CH2:9][C:2]([O:1][S:35]([CH3:34])(=[O:37])=[O:36])([CH2:7][CH2:6]3)[CH2:3][CH2:4]4)[NH:18][C:17]=2[C:16](=[O:19])[N:15]1[CH2:20][CH2:21][CH3:22], predict the reactants needed to synthesize it. The reactants are: [OH:1][C:2]12[CH2:9][CH2:8][C:5]([C:10]3[NH:18][C:17]4[C:16](=[O:19])[N:15]([CH2:20][CH2:21][CH3:22])[C:14](=[O:23])[N:13]([CH2:24][CH2:25][CH3:26])[C:12]=4[N:11]=3)([CH2:6][CH2:7]1)[CH2:4][CH2:3]2.CCN(CC)CC.[CH3:34][S:35](Cl)(=[O:37])=[O:36]. (9) Given the product [C:62]([O:61][C@@H:55]([C:46]1[C:45]([CH3:66])=[CH:44][C:42]2[N:43]=[C:39]([C:2]3[CH:7]=[CH:6][C:5]([F:8])=[C:4]([N+:9]([O-:11])=[O:10])[CH:3]=3)[S:40][C:41]=2[C:47]=1[C:48]1[CH:49]=[CH:50][C:51]([Cl:54])=[CH:52][CH:53]=1)[C:56]([O:58][CH2:59][CH3:60])=[O:57])([CH3:63])([CH3:64])[CH3:65], predict the reactants needed to synthesize it. The reactants are: Br[C:2]1[CH:7]=[CH:6][C:5]([F:8])=[C:4]([N+:9]([O-:11])=[O:10])[CH:3]=1.B1(B2OC(C)(C)C(C)(C)O2)OC(C)(C)C(C)(C)O1.C(Cl)Cl.CC([O-])=O.[K+].Br[C:39]1[S:40][C:41]2[C:47]([C:48]3[CH:53]=[CH:52][C:51]([Cl:54])=[CH:50][CH:49]=3)=[C:46]([C@H:55]([O:61][C:62]([CH3:65])([CH3:64])[CH3:63])[C:56]([O:58][CH2:59][CH3:60])=[O:57])[C:45]([CH3:66])=[CH:44][C:42]=2[N:43]=1.